Predict the reactants needed to synthesize the given product. From a dataset of Full USPTO retrosynthesis dataset with 1.9M reactions from patents (1976-2016). (1) Given the product [C:8]([C:11]1[CH:12]=[CH:13][C:14]([Cl:33])=[C:15]([C:17]2[CH:22]=[CH:21][CH:20]=[C:19]([NH:23][C:24]([C@@H:26]3[CH2:30][C@@H:29]([F:31])[CH2:28][N:27]3[C:47](=[O:48])[CH2:46][N:39]3[C:40]4[C:45](=[CH:44][CH:43]=[CH:42][CH:41]=4)[C:37]([C:34]([NH2:35])=[O:36])=[N:38]3)=[O:25])[C:18]=2[F:32])[CH:16]=1)(=[O:10])[CH3:9], predict the reactants needed to synthesize it. The reactants are: OC(C(F)(F)F)=O.[C:8]([C:11]1[CH:12]=[CH:13][C:14]([Cl:33])=[C:15]([C:17]2[CH:22]=[CH:21][CH:20]=[C:19]([NH:23][C:24]([C@@H:26]3[CH2:30][C@@H:29]([F:31])[CH2:28][NH:27]3)=[O:25])[C:18]=2[F:32])[CH:16]=1)(=[O:10])[CH3:9].[C:34]([C:37]1[C:45]2[C:40](=[CH:41][CH:42]=[CH:43][CH:44]=2)[N:39]([CH2:46][C:47](O)=[O:48])[N:38]=1)(=[O:36])[NH2:35].CN(C(ON1N=NC2C=CC=NC1=2)=[N+](C)C)C.F[P-](F)(F)(F)(F)F.CCN(C(C)C)C(C)C. (2) Given the product [NH2:1][C@@H:2]([CH3:3])[C:4]([O:6][CH:7]1[CH2:14][CH2:13][CH2:12][CH2:11][CH2:10][CH2:9][CH2:8]1)=[O:5], predict the reactants needed to synthesize it. The reactants are: [NH2:1][C@H:2]([C:4]([OH:6])=[O:5])[CH3:3].[CH:7]1(O)[CH2:14][CH2:13][CH2:12][CH2:11][CH2:10][CH2:9][CH2:8]1.O.C1(C)C=CC(S(O)(=O)=O)=CC=1. (3) Given the product [CH3:32][O:33][C:34]1[CH:39]=[C:38]([NH:40][C:28]([CH:9]2[CH:8]([C:4]3[CH:5]=[CH:6][CH:7]=[C:2]([Cl:1])[C:3]=3[F:31])[C:12]([C:15]3[CH:20]=[CH:19][C:18]([Cl:21])=[CH:17][C:16]=3[F:22])([C:13]#[N:14])[CH:11]([CH2:23][C:24]([CH3:27])([CH3:26])[CH3:25])[NH:10]2)=[O:29])[CH:37]=[CH:36][N:35]=1, predict the reactants needed to synthesize it. The reactants are: [Cl:1][C:2]1[C:3]([F:31])=[C:4]([CH:8]2[C:12]([C:15]3[CH:20]=[CH:19][C:18]([Cl:21])=[CH:17][C:16]=3[F:22])([C:13]#[N:14])[CH:11]([CH2:23][C:24]([CH3:27])([CH3:26])[CH3:25])[NH:10][CH:9]2[C:28](O)=[O:29])[CH:5]=[CH:6][CH:7]=1.[CH3:32][O:33][C:34]1[CH:39]=[C:38]([NH2:40])[CH:37]=[CH:36][N:35]=1.CN(C(ON1N=NC2C=CC=NC1=2)=[N+](C)C)C.F[P-](F)(F)(F)(F)F.CCN(C(C)C)C(C)C. (4) The reactants are: C(OC(=O)[N:7]([C:9]1[CH:14]=[C:13]([S:15][CH3:16])[CH:12]=[CH:11][C:10]=1[NH:17][C:18](=O)[CH2:19][O:20][C:21]1[CH:26]=[CH:25][C:24]([CH2:27][CH:28]2[S:32][C:31](=[O:33])[NH:30][C:29]2=[O:34])=[CH:23][CH:22]=1)[CH3:8])(C)(C)C.[ClH:37]. Given the product [ClH:37].[CH3:16][S:15][C:13]1[CH:12]=[CH:11][C:10]2[N:17]=[C:18]([CH2:19][O:20][C:21]3[CH:26]=[CH:25][C:24]([CH2:27][CH:28]4[S:32][C:31](=[O:33])[NH:30][C:29]4=[O:34])=[CH:23][CH:22]=3)[N:7]([CH3:8])[C:9]=2[CH:14]=1, predict the reactants needed to synthesize it. (5) Given the product [C:20]1([S:26]([NH:29][C:30]2[N:35]=[CH:34][C:33]([C:36]([O:38][CH3:39])=[O:37])=[CH:32][C:31]=2[OH:40])(=[O:28])=[O:27])[CH:21]=[CH:22][CH:23]=[CH:24][CH:25]=1, predict the reactants needed to synthesize it. The reactants are: BrC1C=C(S(NC2C(O)=CC(Cl)=CN=2)(=O)=O)C=NC=1.[C:20]1([S:26]([NH:29][C:30]2[N:35]=[CH:34][C:33]([C:36]([O:38][CH3:39])=[O:37])=[CH:32][C:31]=2[O:40]C)(=[O:28])=[O:27])[CH:25]=[CH:24][CH:23]=[CH:22][CH:21]=1.BrC1C=C(S(NC2C(OC)=CC(Cl)=CN=2)(=O)=O)C=NC=1.B(Br)(Br)Br. (6) Given the product [CH2:23]([N:25]([CH2:29][CH3:30])[CH2:26][C:27]#[C:28][C:21]1[CH:20]=[CH:19][C:4]([CH2:5][NH:6][C@@H:7]([C:9]2[C:18]3[C:13](=[CH:14][CH:15]=[CH:16][CH:17]=3)[CH:12]=[CH:11][CH:10]=2)[CH3:8])=[CH:3][C:2]=1[OH:1])[CH3:24], predict the reactants needed to synthesize it. The reactants are: [OH:1][C:2]1[CH:3]=[C:4]([CH:19]=[CH:20][C:21]=1I)[CH2:5][NH:6][C@@H:7]([C:9]1[C:18]2[C:13](=[CH:14][CH:15]=[CH:16][CH:17]=2)[CH:12]=[CH:11][CH:10]=1)[CH3:8].[CH2:23]([N:25]([CH2:29][CH3:30])[CH2:26][C:27]#[CH:28])[CH3:24].